This data is from Reaction yield outcomes from USPTO patents with 853,638 reactions. The task is: Predict the reaction yield, written as a fraction of the theoretical maximum amount of product (1.0 means a 100% yield; for example, 0.34 means a 34% yield). (1) The catalyst is ClCCl.O1CCCC1.C(OCC)(=O)C.O. The product is [F:18][C:19]1[CH:20]=[CH:21][C:22]2[S:26][C:25]([NH:27][C@H:28]3[CH2:31][C@H:30]([N:32]4[C:2]5=[N:7][CH:6]=[CH:5][N:4]=[C:3]5[C:8]([CH3:13])([CH3:12])[C:9]4=[O:11])[CH2:29]3)=[N:24][C:23]=2[CH:33]=1. The reactants are Cl[C:2]1[C:3]([C:8]([CH3:13])([CH3:12])[C:9]([OH:11])=O)=[N:4][CH:5]=[CH:6][N:7]=1.S(Cl)(Cl)=O.[F:18][C:19]1[CH:20]=[CH:21][C:22]2[S:26][C:25]([NH:27][C@H:28]3[CH2:31][C@H:30]([NH2:32])[CH2:29]3)=[N:24][C:23]=2[CH:33]=1.C(N(C(C)C)CC)(C)C.CC(C)([O-])C.[Na+]. The yield is 0.341. (2) The reactants are [F:1][C:2]1([F:40])[O:6][C:5]2[CH:7]=[CH:8][C:9]([C:11]3([C:14]([NH:16][C:17]4[N:18]=[C:19]([C:27]5[CH:28]=[C:29]([CH:37]=[CH:38][CH:39]=5)[C:30]([O:32]C(C)(C)C)=[O:31])[C:20]5[C:25]([CH:26]=4)=[CH:24][CH:23]=[CH:22][CH:21]=5)=[O:15])[CH2:13][CH2:12]3)=[CH:10][C:4]=2[O:3]1. The catalyst is ClCCl.FC(F)(F)C(O)=O. The product is [F:40][C:2]1([F:1])[O:6][C:5]2[CH:7]=[CH:8][C:9]([C:11]3([C:14]([NH:16][C:17]4[N:18]=[C:19]([C:27]5[CH:28]=[C:29]([CH:37]=[CH:38][CH:39]=5)[C:30]([OH:32])=[O:31])[C:20]5[C:25]([CH:26]=4)=[CH:24][CH:23]=[CH:22][CH:21]=5)=[O:15])[CH2:12][CH2:13]3)=[CH:10][C:4]=2[O:3]1. The yield is 0.750. (3) The reactants are P(N=[N+]=[N-])([O:3][C:4]1C=C[CH:7]=[CH:6][CH:5]=1)([O:3][C:4]1C=C[CH:7]=[CH:6][CH:5]=1)=O.C([N:22]([CH2:25][CH3:26])[CH2:23][CH3:24])C.C(=O)([O-])[O-:28].[K+].[K+].Cl.[C:34]([O:37][CH2:38][CH3:39])(=O)[CH3:35].Cl. No catalyst specified. The product is [OH:3][C:4]1[CH:5]=[CH:6][C:7]2[C:39]([CH:25]([NH:22][C:23](=[O:28])[CH3:24])[CH3:26])=[CH:38][O:37][C:34]=2[CH:35]=1. The yield is 0.110. (4) The catalyst is O1CCCC1.O. The product is [CH3:3][O:4][C:6]1[N:7]=[C:8]([N:26]2[CH2:31][CH2:30][NH:29][CH2:28][CH:27]2[C:32](=[O:41])[NH:33][C:34]2[CH:39]=[CH:38][CH:37]=[C:36]([CH3:40])[CH:35]=2)[C:9]2[N:15]=[C:14]([C:16]3[CH:21]=[CH:20][C:19]([O:22][CH3:23])=[C:18]([O:24][CH3:25])[CH:17]=3)[CH:13]=[CH:12][C:10]=2[N:11]=1. The yield is 0.510. The reactants are [H-].[Na+].[CH3:3][OH:4].Cl[C:6]1[N:7]=[C:8]([N:26]2[CH2:31][CH2:30][NH:29][CH2:28][CH:27]2[C:32](=[O:41])[NH:33][C:34]2[CH:39]=[CH:38][CH:37]=[C:36]([CH3:40])[CH:35]=2)[C:9]2[N:15]=[C:14]([C:16]3[CH:21]=[CH:20][C:19]([O:22][CH3:23])=[C:18]([O:24][CH3:25])[CH:17]=3)[CH:13]=[CH:12][C:10]=2[N:11]=1. (5) The reactants are [O:1]=[C:2]1[C@H:6]([O:7][C:8](=[O:15])[C:9]2[CH:14]=[CH:13][CH:12]=[CH:11][CH:10]=2)[C@@H:5]([O:16][C:17](=[O:24])[C:18]2[CH:23]=[CH:22][CH:21]=[CH:20][CH:19]=2)[C:4](=O)[O:3]1.C(#N)C.[NH2:29][OH:30].O. The catalyst is C1(C)C=CC=CC=1. The product is [OH:30][N:29]1[C:2](=[O:1])[C@H:6]([O:7][C:8](=[O:15])[C:9]2[CH:14]=[CH:13][CH:12]=[CH:11][CH:10]=2)[C@@H:5]([O:16][C:17](=[O:24])[C:18]2[CH:23]=[CH:22][CH:21]=[CH:20][CH:19]=2)[C:4]1=[O:3]. The yield is 0.870. (6) The reactants are C([O:8][C:9]1[CH:10]=[C:11]2[C:16](=[CH:17][C:18]=1[O:19][CH3:20])[N:15]=[CH:14][N:13]=[C:12]2[O:21][C:22]1[C:23]([F:31])=[C:24]2[C:28](=[CH:29][CH:30]=1)[NH:27][CH:26]=[CH:25]2)C1C=CC=CC=1.C([O-])=O.[NH4+].O. The catalyst is [Pd].CN(C=O)C. The product is [F:31][C:23]1[C:22]([O:21][C:12]2[C:11]3[C:16](=[CH:17][C:18]([O:19][CH3:20])=[C:9]([OH:8])[CH:10]=3)[N:15]=[CH:14][N:13]=2)=[CH:30][CH:29]=[C:28]2[C:24]=1[CH:25]=[CH:26][NH:27]2. The yield is 0.800. (7) The reactants are [C:1]([O:5][C:6](=[O:31])[NH:7][C:8]1[S:9][C:10]2[CH2:19][CH2:18][C:17](=[O:20])[C:16]3[C:12](=[CH:13][N:14]([CH2:21][C:22]4[CH:27]=[CH:26][C:25]([O:28][CH3:29])=[CH:24][CH:23]=4)[N:15]=3)[C:11]=2[N:30]=1)([CH3:4])([CH3:3])[CH3:2].[Si]([C:36]([F:39])([F:38])[F:37])(C)(C)C.[F-].[Cs+].Cl. The catalyst is C1COCC1.CO. The product is [C:1]([O:5][C:6](=[O:31])[NH:7][C:8]1[S:9][C:10]2[CH2:19][CH2:18][C:17]([OH:20])([C:36]([F:39])([F:38])[F:37])[C:16]3[C:12](=[CH:13][N:14]([CH2:21][C:22]4[CH:23]=[CH:24][C:25]([O:28][CH3:29])=[CH:26][CH:27]=4)[N:15]=3)[C:11]=2[N:30]=1)([CH3:4])([CH3:2])[CH3:3]. The yield is 0.770.